From a dataset of NCI-60 drug combinations with 297,098 pairs across 59 cell lines. Regression. Given two drug SMILES strings and cell line genomic features, predict the synergy score measuring deviation from expected non-interaction effect. Drug 1: CC12CCC3C(C1CCC2=O)CC(=C)C4=CC(=O)C=CC34C. Drug 2: CC1C(C(CC(O1)OC2CC(OC(C2O)C)OC3=CC4=CC5=C(C(=O)C(C(C5)C(C(=O)C(C(C)O)O)OC)OC6CC(C(C(O6)C)O)OC7CC(C(C(O7)C)O)OC8CC(C(C(O8)C)O)(C)O)C(=C4C(=C3C)O)O)O)O. Cell line: MOLT-4. Synergy scores: CSS=61.9, Synergy_ZIP=10.4, Synergy_Bliss=12.0, Synergy_Loewe=9.29, Synergy_HSA=9.11.